Dataset: Forward reaction prediction with 1.9M reactions from USPTO patents (1976-2016). Task: Predict the product of the given reaction. (1) The product is: [O:11]1[C:12]2[CH:18]=[CH:17][CH:16]=[CH:15][C:13]=2[N:14]=[C:10]1[N:9]([C:4]1[CH:5]=[CH:6][CH:7]=[CH:8][N:3]=1)[CH2:28][CH2:27][CH2:26][CH2:25][CH2:24][CH2:23][C:22]([O:21][CH2:19][CH3:20])=[O:30]. Given the reactants [H-].[Na+].[N:3]1[CH:8]=[CH:7][CH:6]=[CH:5][C:4]=1[NH:9][C:10]1[O:11][C:12]2[CH:18]=[CH:17][CH:16]=[CH:15][C:13]=2[N:14]=1.[CH2:19]([O:21][C:22](=[O:30])[CH2:23][CH2:24][CH2:25][CH2:26][CH2:27][CH2:28]I)[CH3:20].O, predict the reaction product. (2) Given the reactants [C:1]([O:5][C:6](=[O:26])[NH:7][C:8]1[CH:13]=[CH:12][C:11]([C:14]#[C:15][C:16]2[CH:21]=[CH:20][C:19]([CH3:22])=[CH:18][CH:17]=2)=[CH:10][C:9]=1[N+:23]([O-])=O)([CH3:4])([CH3:3])[CH3:2].O.O.Cl[Sn]Cl, predict the reaction product. The product is: [C:1]([O:5][C:6](=[O:26])[NH:7][C:8]1[CH:13]=[CH:12][C:11]([C:14]#[C:15][C:16]2[CH:21]=[CH:20][C:19]([CH3:22])=[CH:18][CH:17]=2)=[CH:10][C:9]=1[NH2:23])([CH3:4])([CH3:2])[CH3:3]. (3) Given the reactants [S-:1][C:2]#[N:3].[NH4+].[CH3:5][CH:6]([CH3:11])[CH2:7][C:8](Cl)=[O:9].[Cl:12][C:13]1[CH:14]=[C:15]([CH:17]=[C:18]([Cl:20])[CH:19]=1)[NH2:16], predict the reaction product. The product is: [Cl:12][C:13]1[CH:14]=[C:15]([NH:16][C:2]([NH:3][C:8](=[O:9])[CH2:7][CH:6]([CH3:11])[CH3:5])=[S:1])[CH:17]=[C:18]([Cl:20])[CH:19]=1. (4) Given the reactants [Cl:1][C:2]1[CH:7]=[CH:6][C:5]([NH2:8])=[C:4]([C:9]2[CH2:13][CH2:12][N:11]([C:14]3[CH:19]=[CH:18][CH:17]=[CH:16][CH:15]=3)[N:10]=2)[CH:3]=1.[F:20][C:21]([F:34])([F:33])[S:22](O[S:22]([C:21]([F:34])([F:33])[F:20])(=[O:24])=[O:23])(=[O:24])=[O:23], predict the reaction product. The product is: [Cl:1][C:2]1[CH:7]=[CH:6][C:5]([NH:8][S:22]([C:21]([F:34])([F:33])[F:20])(=[O:24])=[O:23])=[C:4]([C:9]2[CH2:13][CH2:12][N:11]([C:14]3[CH:15]=[CH:16][CH:17]=[CH:18][CH:19]=3)[N:10]=2)[CH:3]=1. (5) Given the reactants Br[C:2]1[CH:7]=[C:6]([F:8])[C:5]([F:9])=[CH:4][C:3]=1[C:10]1[CH:15]=[CH:14][C:13]([S:16]([CH3:19])(=[O:18])=[O:17])=[CH:12][CH:11]=1.[Cl:20][C:21]1[CH:26]=[CH:25][C:24](B(O)O)=[CH:23][C:22]=1[CH3:30], predict the reaction product. The product is: [Cl:20][C:21]1[CH:26]=[CH:25][C:24]([C:2]2[C:3]([C:10]3[CH:15]=[CH:14][C:13]([S:16]([CH3:19])(=[O:18])=[O:17])=[CH:12][CH:11]=3)=[CH:4][C:5]([F:9])=[C:6]([F:8])[CH:7]=2)=[CH:23][C:22]=1[CH3:30].